Dataset: Forward reaction prediction with 1.9M reactions from USPTO patents (1976-2016). Task: Predict the product of the given reaction. (1) The product is: [Cl:18][C:19]1[CH:20]=[CH:21][C:22]([O:31][CH:32]([CH3:34])[CH3:33])=[C:23]([N:25]2[CH2:26][CH2:27][N:28]([CH2:16][CH2:15][CH2:14][CH2:13][O:12][C:8]3[N:9]=[C:10]4[C:5]([CH:4]=[CH:3][C:2](=[O:1])[NH:11]4)=[CH:6][CH:7]=3)[CH2:29][CH2:30]2)[CH:24]=1. Given the reactants [O:1]=[C:2]1[NH:11][C:10]2[N:9]=[C:8]([O:12][CH2:13][CH2:14][CH2:15][CH:16]=O)[CH:7]=[CH:6][C:5]=2[CH:4]=[CH:3]1.[Cl:18][C:19]1[CH:20]=[CH:21][C:22]([O:31][CH:32]([CH3:34])[CH3:33])=[C:23]([N:25]2[CH2:30][CH2:29][NH:28][CH2:27][CH2:26]2)[CH:24]=1.[BH-](OC(C)=O)(OC(C)=O)OC(C)=O.[Na+], predict the reaction product. (2) Given the reactants Cl[C:2]1[C:3]2[C:4](=[CH:13][N:14](CC3C=CC(OC)=CC=3)[N:15]=2)[N:5]=[C:6]([C:8]2[S:9][CH:10]=[CH:11][CH:12]=2)[N:7]=1.[NH2:25][C:26]1[CH:36]=[CH:35][C:29]2[S:30][CH2:31][C:32](=[O:34])[NH:33][C:28]=2[CH:27]=1.Cl, predict the reaction product. The product is: [S:9]1[CH:10]=[CH:11][CH:12]=[C:8]1[C:6]1[N:7]=[C:2]([NH:25][C:26]2[CH:36]=[CH:35][C:29]3[S:30][CH2:31][C:32](=[O:34])[NH:33][C:28]=3[CH:27]=2)[C:3]2[NH:15][N:14]=[CH:13][C:4]=2[N:5]=1. (3) Given the reactants [H-].[Na+].[C:3]([O:7][C:8](=[O:16])/[CH:9]=[CH:10]/[C:11]1[CH:15]=[CH:14][NH:13][CH:12]=1)([CH3:6])([CH3:5])[CH3:4].[C:17]1([CH3:27])[CH:22]=[CH:21][C:20]([S:23](Cl)(=[O:25])=[O:24])=[CH:19][CH:18]=1.[Cl-].[Na+], predict the reaction product. The product is: [C:3]([O:7][C:8](=[O:16])/[CH:9]=[CH:10]/[C:11]1[CH:15]=[CH:14][N:13]([S:23]([C:20]2[CH:21]=[CH:22][C:17]([CH3:27])=[CH:18][CH:19]=2)(=[O:25])=[O:24])[CH:12]=1)([CH3:6])([CH3:4])[CH3:5]. (4) Given the reactants [F:1][C:2]1[CH:7]=[CH:6][C:5]([CH:8]([OH:29])[CH2:9][CH2:10][N:11]2[CH2:16][CH2:15][CH:14]([C:17]3[CH:18]=[C:19]([NH:23][C:24](=[O:28])[CH:25]([CH3:27])[CH3:26])[CH:20]=[CH:21][CH:22]=3)[CH2:13][CH2:12]2)=[CH:4][CH:3]=1.[Cl:30][C:31]1[CH:36]=[CH:35][C:34](O)=[CH:33][CH:32]=1, predict the reaction product. The product is: [Cl:30][C:31]1[CH:36]=[CH:35][C:34]([O:29][CH:8]([C:5]2[CH:4]=[CH:3][C:2]([F:1])=[CH:7][CH:6]=2)[CH2:9][CH2:10][N:11]2[CH2:16][CH2:15][CH:14]([C:17]3[CH:18]=[C:19]([NH:23][C:24](=[O:28])[CH:25]([CH3:26])[CH3:27])[CH:20]=[CH:21][CH:22]=3)[CH2:13][CH2:12]2)=[CH:33][CH:32]=1. (5) Given the reactants [F:1][C@@H:2]1[CH2:6][N:5]([C:7]([C:9]2[C:10]([C:16]3[CH:21]=[CH:20][C:19]([O:22][CH2:23][CH:24]4[CH2:29][CH2:28][N:27]([CH2:30][C:31]([F:34])([CH3:33])[CH3:32])[CH2:26][CH2:25]4)=[CH:18][CH:17]=3)=[CH:11][CH:12]=[CH:13][C:14]=2[F:15])=[O:8])[C@H:4]([C:35]([O:37]C)=[O:36])[CH2:3]1.O[Li].O, predict the reaction product. The product is: [F:1][C@@H:2]1[CH2:6][N:5]([C:7]([C:9]2[C:10]([C:16]3[CH:17]=[CH:18][C:19]([O:22][CH2:23][CH:24]4[CH2:25][CH2:26][N:27]([CH2:30][C:31]([F:34])([CH3:33])[CH3:32])[CH2:28][CH2:29]4)=[CH:20][CH:21]=3)=[CH:11][CH:12]=[CH:13][C:14]=2[F:15])=[O:8])[C@H:4]([C:35]([OH:37])=[O:36])[CH2:3]1. (6) Given the reactants [CH2:1]([NH:5][C:6]([CH:8]1[CH2:13][CH2:12][CH2:11][N:10]([C:14]2[N:19]=[C:18]([CH3:20])[C:17]([CH:21]([CH2:26][CH2:27][CH3:28])[C:22]([O:24]C)=[O:23])=[C:16]([C:29]3[CH:34]=[CH:33][C:32]([CH3:35])=[CH:31][CH:30]=3)[N:15]=2)[CH2:9]1)=[O:7])[CH:2]([CH3:4])[CH3:3].[OH-].[Na+], predict the reaction product. The product is: [CH2:1]([NH:5][C:6]([CH:8]1[CH2:13][CH2:12][CH2:11][N:10]([C:14]2[N:19]=[C:18]([CH3:20])[C:17]([CH:21]([CH2:26][CH2:27][CH3:28])[C:22]([OH:24])=[O:23])=[C:16]([C:29]3[CH:30]=[CH:31][C:32]([CH3:35])=[CH:33][CH:34]=3)[N:15]=2)[CH2:9]1)=[O:7])[CH:2]([CH3:4])[CH3:3]. (7) Given the reactants [OH:1][CH2:2][CH2:3][CH:4]1[O:8][C:7](=[O:9])[C:6]([CH3:11])([CH3:10])[CH2:5]1.[CH2:12](C1(C(O)=O)CCCC1)[CH:13]=C.CC(C)(CC=C)C(OC)=O, predict the reaction product. The product is: [OH:1][CH2:2][CH2:3][CH:4]1[CH2:5][C:6]2([CH2:11][CH2:13][CH2:12][CH2:10]2)[C:7](=[O:9])[O:8]1.